From a dataset of Forward reaction prediction with 1.9M reactions from USPTO patents (1976-2016). Predict the product of the given reaction. (1) Given the reactants [Cl:1][CH2:2][C:3](=[O:10])[CH2:4][C:5]([O:7][CH2:8][CH3:9])=[O:6], predict the reaction product. The product is: [Cl:1][CH2:2][C@@H:3]([OH:10])[CH2:4][C:5]([O:7][CH2:8][CH3:9])=[O:6]. (2) The product is: [Br:7][C:8]1[CH:9]=[C:10]([CH:11]=[CH:12][CH:13]=1)[CH2:14][O:15][C:17]1[N:22]=[C:21]([NH2:23])[C:20]([F:24])=[CH:19][N:18]=1. Given the reactants CC([O-])(C)C.[K+].[Br:7][C:8]1[CH:9]=[C:10]([CH2:14][OH:15])[CH:11]=[CH:12][CH:13]=1.Cl[C:17]1[N:22]=[C:21]([NH2:23])[C:20]([F:24])=[CH:19][N:18]=1, predict the reaction product.